From a dataset of Reaction yield outcomes from USPTO patents with 853,638 reactions. Predict the reaction yield, written as a fraction of the theoretical maximum amount of product (1.0 means a 100% yield; for example, 0.34 means a 34% yield). (1) The reactants are [Cl:1][C:2]1[CH:7]=[CH:6][CH:5]=[CH:4][C:3]=1[CH:8]=[CH:9][O:10]C.Cl.C(=O)(O)[O-].[Na+]. The catalyst is O1CCOCC1.C(OCC)C. The product is [Cl:1][C:2]1[CH:7]=[CH:6][CH:5]=[CH:4][C:3]=1[CH2:8][CH:9]=[O:10]. The yield is 0.900. (2) The reactants are C(O[CH2:10][CH2:11][S:12]([CH2:15][CH2:16][CH2:17][O:18][CH2:19][CH2:20][C:21]1[CH:26]=[CH:25][CH:24]=[CH:23][CH:22]=1)(=[O:14])=[O:13])(=O)C1C=CC=CC=1.N12CCCN=C1CCCCC2. The catalyst is C(OCC)(=O)C. The product is [CH:11]([S:12]([CH2:15][CH2:16][CH2:17][O:18][CH2:19][CH2:20][C:21]1[CH:22]=[CH:23][CH:24]=[CH:25][CH:26]=1)(=[O:14])=[O:13])=[CH2:10]. The yield is 0.970. (3) The reactants are [CH3:1][N:2]([CH3:22])[C@@H:3]1[CH2:7][CH2:6][N:5]([CH2:8][C:9]2[CH:14]=[CH:13][C:12]([N+:15]([O-])=O)=[CH:11][C:10]=2[C:18]([F:21])([F:20])[F:19])[CH2:4]1. The catalyst is CCO.[Pd]. The product is [NH2:15][C:12]1[CH:13]=[CH:14][C:9]([CH2:8][N:5]2[CH2:6][CH2:7][C@@H:3]([N:2]([CH3:22])[CH3:1])[CH2:4]2)=[C:10]([C:18]([F:21])([F:19])[F:20])[CH:11]=1. The yield is 1.00.